Dataset: Reaction yield outcomes from USPTO patents with 853,638 reactions. Task: Predict the reaction yield, written as a fraction of the theoretical maximum amount of product (1.0 means a 100% yield; for example, 0.34 means a 34% yield). (1) The reactants are F[C:2]1[CH:3]=[N:4][C:5]2[C:10]([N:11]=1)=[C:9]([C:12]1[NH:20][C:19]3[CH2:18][CH2:17][NH:16][C:15](=[O:21])[C:14]=3[CH:13]=1)[CH:8]=[CH:7][CH:6]=2.[CH3:22][NH:23][C:24]([CH3:27])([CH3:26])[CH3:25]. No catalyst specified. The product is [C:24]([N:23]([CH3:22])[C:2]1[CH:3]=[N:4][C:5]2[C:10]([N:11]=1)=[C:9]([C:12]1[NH:20][C:19]3[CH2:18][CH2:17][NH:16][C:15](=[O:21])[C:14]=3[CH:13]=1)[CH:8]=[CH:7][CH:6]=2)([CH3:27])([CH3:26])[CH3:25]. The yield is 0.720. (2) The reactants are [Br:1][C:2]1[CH:14]=[CH:13][C:12]2[C:11]3[C:6](=[CH:7][C:8]([Br:15])=[CH:9][CH:10]=3)[C:5](=[C:16](SC)SC)[C:4]=2[CH:3]=1.[CH2:21]([Mg]Br)[CH2:22][CH2:23][CH2:24][CH2:25][CH2:26][CH2:27][CH2:28][CH2:29][CH2:30][CH2:31][CH3:32]. The catalyst is C1COCC1.C(OCC)C. The product is [Br:1][C:2]1[CH:14]=[CH:13][C:12]2[C:11]3[C:6](=[CH:7][C:8]([Br:15])=[CH:9][CH:10]=3)[C:5](=[C:16]([CH2:6][CH2:7][CH2:8][CH2:9][CH2:10][CH2:11][CH2:12][CH2:4][CH2:3][CH2:2][CH2:14][CH3:13])[CH2:21][CH2:22][CH2:23][CH2:24][CH2:25][CH2:26][CH2:27][CH2:28][CH2:29][CH2:30][CH2:31][CH3:32])[C:4]=2[CH:3]=1. The yield is 0.620. (3) The reactants are [Br:1][C:2]1[CH:26]=[CH:25][C:5]2[C:6]3[N:10]([CH2:11][CH2:12][O:13][C:4]=2[CH:3]=1)[CH:9]=[C:8]([C:14]1[N:15]([CH:22]([CH3:24])[CH3:23])[N:16]=[C:17]([CH2:19][O:20]C)[N:18]=1)[N:7]=3.C(=O)([O-])[O-].[Na+].[Na+]. The catalyst is Br. The product is [Br:1][C:2]1[CH:26]=[CH:25][C:5]2[C:6]3[N:10]([CH2:11][CH2:12][O:13][C:4]=2[CH:3]=1)[CH:9]=[C:8]([C:14]1[N:15]([CH:22]([CH3:24])[CH3:23])[N:16]=[C:17]([CH2:19][OH:20])[N:18]=1)[N:7]=3. The yield is 0.600. (4) The reactants are C[O:2][C:3]1[C:8]([N:9]2[C:13](=[O:14])[C:12]3=[CH:15][CH:16]=[CH:17][CH:18]=[C:11]3[C:10]2=[O:19])=[CH:7][CH:6]=[C:5]([O:20][CH3:21])[N:4]=1.[BrH:22].CCOCC. The catalyst is C(O)(=O)C. The product is [BrH:22].[O:19]=[C:10]1[C:11]2[C:12](=[CH:15][CH:16]=[CH:17][CH:18]=2)[C:13](=[O:14])[N:9]1[C:8]1[C:3]([OH:2])=[N:4][C:5]([O:20][CH3:21])=[CH:6][CH:7]=1. The yield is 0.670. (5) The reactants are [Cl:1][C:2]1[CH:3]=[CH:4][C:5]2[N:6]([CH:8]=[C:9]([NH:11][C:12](=[O:24])[C:13]3[CH:18]=[CH:17][C:16]([C:19]([C:22]#[N:23])([CH3:21])[CH3:20])=[CH:15][CH:14]=3)[N:10]=2)[CH:7]=1.CO. The catalyst is N. The product is [NH2:23][CH2:22][C:19]([C:16]1[CH:15]=[CH:14][C:13]([C:12]([NH:11][C:9]2[N:10]=[C:5]3[CH:4]=[CH:3][C:2]([Cl:1])=[CH:7][N:6]3[CH:8]=2)=[O:24])=[CH:18][CH:17]=1)([CH3:20])[CH3:21]. The yield is 0.580. (6) The reactants are [Br:1][C:2]1[C:3]([C:9]([F:12])([F:11])[F:10])=[CH:4][C:5](Cl)=[N:6][CH:7]=1.[I-:13].[Na+].C(Cl)(=O)C. The catalyst is C(#N)C. The product is [Br:1][C:2]1[C:3]([C:9]([F:12])([F:11])[F:10])=[CH:4][C:5]([I:13])=[N:6][CH:7]=1. The yield is 0.400. (7) The reactants are C([NH:5][S:6]([C:9]1[S:10][C:11]([C:14]2[CH:19]=[CH:18][CH:17]=[C:16]([C:20]3[N:25]=[C:24]([CH3:26])[CH:23]=[C:22]([C:27]4[CH:32]=[CH:31][C:30]([Cl:33])=[CH:29][CH:28]=4)[N:21]=3)[CH:15]=2)=[CH:12][CH:13]=1)(=[O:8])=[O:7])(C)(C)C.C(O)(C(F)(F)F)=O. The catalyst is ClCCl. The product is [Cl:33][C:30]1[CH:29]=[CH:28][C:27]([C:22]2[CH:23]=[C:24]([CH3:26])[N:25]=[C:20]([C:16]3[CH:15]=[C:14]([C:11]4[S:10][C:9]([S:6]([NH2:5])(=[O:7])=[O:8])=[CH:13][CH:12]=4)[CH:19]=[CH:18][CH:17]=3)[N:21]=2)=[CH:32][CH:31]=1. The yield is 0.200.